From a dataset of Reaction yield outcomes from USPTO patents with 853,638 reactions. Predict the reaction yield, written as a fraction of the theoretical maximum amount of product (1.0 means a 100% yield; for example, 0.34 means a 34% yield). (1) The reactants are [CH3:1][O:2][C:3]([C:5]1[N:6]([CH2:31][CH:32]=C)[CH:7]=[C:8]([C:20](=[O:30])[NH:21][CH2:22][C:23]2[CH:28]=[CH:27][C:26]([F:29])=[CH:25][CH:24]=2)[C:9](=[O:19])[C:10]=1[O:11][CH2:12][C:13]1[CH:18]=[CH:17][CH:16]=[CH:15][CH:14]=1)=[O:4].I([O-])(=O)(=O)=[O:35].[Na+].C(OCC)(=O)C.O. The catalyst is O1CCOCC1. The product is [CH3:1][O:2][C:3]([C:5]1[N:6]([CH2:31][CH:32]=[O:35])[CH:7]=[C:8]([C:20](=[O:30])[NH:21][CH2:22][C:23]2[CH:28]=[CH:27][C:26]([F:29])=[CH:25][CH:24]=2)[C:9](=[O:19])[C:10]=1[O:11][CH2:12][C:13]1[CH:14]=[CH:15][CH:16]=[CH:17][CH:18]=1)=[O:4]. The yield is 0.710. (2) The reactants are [CH3:1][CH:2]1[CH2:7][NH:6][CH2:5][CH2:4][NH:3]1.[CH2:8]([O:15][C:16](Cl)=[O:17])[C:9]1[CH:14]=[CH:13][CH:12]=[CH:11][CH:10]=1.C(N(C(C)C)CC)(C)C.[CH3:28][C:29]([O:32][C:33](O[C:33]([O:32][C:29]([CH3:31])([CH3:30])[CH3:28])=[O:34])=[O:34])([CH3:31])[CH3:30]. The catalyst is C(Cl)Cl. The product is [CH3:1][CH:2]1[CH2:7][N:6]([C:16]([O:15][CH2:8][C:9]2[CH:14]=[CH:13][CH:12]=[CH:11][CH:10]=2)=[O:17])[CH2:5][CH2:4][N:3]1[C:33]([O:32][C:29]([CH3:31])([CH3:30])[CH3:28])=[O:34]. The yield is 0.720. (3) The reactants are [H-].[H-].[H-].[H-].[Li+].[Al+3].[F:7][C:8]([F:37])([C:30]1[CH:35]=[CH:34][C:33]([F:36])=[CH:32][CH:31]=1)[C:9]1[N:18]=[C:17]([NH:19][C:20]2[CH:24]=[C:23]([CH3:25])[NH:22][N:21]=2)[C:16]2[C:11](=[CH:12][C:13]([C:26](OC)=[O:27])=[CH:14][CH:15]=2)[N:10]=1.O.[OH-].[Na+]. The product is [F:37][C:8]([F:7])([C:30]1[CH:31]=[CH:32][C:33]([F:36])=[CH:34][CH:35]=1)[C:9]1[N:18]=[C:17]([NH:19][C:20]2[CH:24]=[C:23]([CH3:25])[NH:22][N:21]=2)[C:16]2[C:11](=[CH:12][C:13]([CH2:26][OH:27])=[CH:14][CH:15]=2)[N:10]=1. The yield is 0.820. The catalyst is C1COCC1. (4) The reactants are [C:1]([O:5][C:6]([N:8]1[CH2:13][CH2:12][C:11]2[N:14]([CH2:25][CH:26]3[CH2:28][O:27]3)[N:15]=[C:16]([C:17]3[CH:22]=[CH:21][C:20]([Cl:23])=[C:19]([CH3:24])[CH:18]=3)[C:10]=2[CH2:9]1)=[O:7])([CH3:4])([CH3:3])[CH3:2].[C:29]([C:31]1[CH:36]=[CH:35][CH:34]=[CH:33][C:32]=1[N:37]1[CH2:42][CH2:41][NH:40][CH2:39][CH2:38]1)#[N:30]. The catalyst is CCO.C(N(CC)CC)C. The product is [C:1]([O:5][C:6]([N:8]1[CH2:13][CH2:12][C:11]2[N:14]([CH2:25][CH:26]([OH:27])[CH2:28][N:40]3[CH2:39][CH2:38][N:37]([C:32]4[CH:33]=[CH:34][CH:35]=[CH:36][C:31]=4[C:29]#[N:30])[CH2:42][CH2:41]3)[N:15]=[C:16]([C:17]3[CH:22]=[CH:21][C:20]([Cl:23])=[C:19]([CH3:24])[CH:18]=3)[C:10]=2[CH2:9]1)=[O:7])([CH3:2])([CH3:3])[CH3:4]. The yield is 0.830. (5) The reactants are [Cl-].[CH3:2][O:3]C[P+](C1C=CC=CC=1)(C1C=CC=CC=1)C1C=CC=CC=1.CC(C)([O-])C.[K+].[CH:30]1([CH2:35][CH2:36][CH:37]=O)[CH2:34][CH2:33][CH2:32][CH2:31]1.Cl. The catalyst is O1CCCC1.C(OCC)C. The product is [CH:30]1([CH2:35][CH2:36][CH2:37][CH:2]=[O:3])[CH2:31][CH2:32][CH2:33][CH2:34]1. The yield is 0.540.